This data is from Full USPTO retrosynthesis dataset with 1.9M reactions from patents (1976-2016). The task is: Predict the reactants needed to synthesize the given product. (1) Given the product [ClH:50].[NH2:29][CH2:28][CH2:27][N:24]1[CH2:23][CH2:22][C:21]2[CH:37]=[CH:38][C:18]([C:15]3[N:14]=[C:13]([C:5]4[CH:6]=[CH:7][C:8]([O:9][CH:10]([CH3:12])[CH3:11])=[C:3]([CH:4]=4)[C:1]#[N:2])[O:17][N:16]=3)=[CH:19][C:20]=2[CH2:26][CH2:25]1, predict the reactants needed to synthesize it. The reactants are: [C:1]([C:3]1[CH:4]=[C:5]([C:13]2[O:17][N:16]=[C:15]([C:18]3[CH:38]=[CH:37][C:21]4[CH2:22][CH2:23][N:24]([CH2:27][CH2:28][NH:29]C(=O)OC(C)(C)C)[CH2:25][CH2:26][C:20]=4[CH:19]=3)[N:14]=2)[CH:6]=[CH:7][C:8]=1[O:9][CH:10]([CH3:12])[CH3:11])#[N:2].O1CCOCC1.CCOCC.[ClH:50]. (2) Given the product [CH:2]1[N:1]=[CH:9][N:4]2[CH:5]=[CH:6][CH:7]=[CH:8][C:3]=12, predict the reactants needed to synthesize it. The reactants are: [NH2:1][CH2:2][C:3]1[CH:8]=[CH:7][CH:6]=[CH:5][N:4]=1.[CH:9](Cl)(Cl)Cl.[OH-].[Na+]. (3) Given the product [NH2:1][C:2]1[C:3]2[C:10]([I:11])=[CH:9][N:8]([C@@H:12]3[CH2:13][C@H:14]([CH2:16][N:43]4[CH2:44][CH2:45][N:40]([CH3:39])[C:41](=[O:46])[CH2:42]4)[CH2:15]3)[C:4]=2[N:5]=[CH:6][N:7]=1, predict the reactants needed to synthesize it. The reactants are: [NH2:1][C:2]1[C:3]2[C:10]([I:11])=[CH:9][N:8]([C@@H:12]3[CH2:15][C@H:14]([CH2:16]O)[CH2:13]3)[C:4]=2[N:5]=[CH:6][N:7]=1.I(C1C=CC=CC=1C(O)=O)(=O)=O.CCN(C(C)C)C(C)C.[CH3:39][N:40]1[CH2:45][CH2:44][NH:43][CH2:42][C:41]1=[O:46].C(O[BH-](OC(=O)C)OC(=O)C)(=O)C.[Na+]. (4) Given the product [CH3:14][C:4]1[CH:5]=[C:6]([O:8][C@H:9]2[CH2:13][CH2:12][N:11]([S:38]([CH3:37])(=[O:40])=[O:39])[CH2:10]2)[CH:7]=[C:2]([CH3:1])[C:3]=1[C:15]1[CH:20]=[CH:19][CH:18]=[C:17]([CH2:21][O:22][C:23]2[CH:36]=[CH:35][C:26]3[C@H:27]([CH2:30][C:31]([O:33][CH3:34])=[O:32])[CH2:28][O:29][C:25]=3[CH:24]=2)[CH:16]=1, predict the reactants needed to synthesize it. The reactants are: [CH3:1][C:2]1[CH:7]=[C:6]([O:8][C@H:9]2[CH2:13][CH2:12][NH:11][CH2:10]2)[CH:5]=[C:4]([CH3:14])[C:3]=1[C:15]1[CH:20]=[CH:19][CH:18]=[C:17]([CH2:21][O:22][C:23]2[CH:36]=[CH:35][C:26]3[C@H:27]([CH2:30][C:31]([O:33][CH3:34])=[O:32])[CH2:28][O:29][C:25]=3[CH:24]=2)[CH:16]=1.[CH3:37][S:38](Cl)(=[O:40])=[O:39].C(N(CC)CC)C.C(OCC)(=O)C.